From a dataset of Catalyst prediction with 721,799 reactions and 888 catalyst types from USPTO. Predict which catalyst facilitates the given reaction. (1) Reactant: [C:1]([C:4]1[CH:9]=[CH:8][C:7]([C:10]2[CH:11]=[N:12][C:13]([C:16]([F:19])([F:18])[F:17])=[N:14][CH:15]=2)=[CH:6][C:5]=1[CH2:20][NH:21][C:22]([C@@H:24]1[C@@H:29]2[C@@H:27]([CH2:28]2)[CH2:26][N:25]1C(OC(C)(C)C)=O)=[O:23])(=[O:3])[NH2:2].Cl.O1CCOCC1.FC1C=CC(S(Cl)(=O)=O)=CC=1. Product: [C:1]([C:4]1[CH:9]=[CH:8][C:7]([C:10]2[CH:11]=[N:12][C:13]([C:16]([F:19])([F:18])[F:17])=[N:14][CH:15]=2)=[CH:6][C:5]=1[CH2:20][NH:21][C:22]([C@@H:24]1[C@@H:29]2[C@@H:27]([CH2:28]2)[CH2:26][NH:25]1)=[O:23])(=[O:3])[NH2:2]. The catalyst class is: 624. (2) Reactant: [NH2:1][C@@H:2]1[CH2:7][CH2:6][C@H:5]([C:8]([OH:10])=[O:9])[CH2:4][CH2:3]1.[OH-].[Li+].C([N:21]=[C:22]=[S:23])(=O)C1C=CC=CC=1.Br[CH2:25][C:26]([C:28]1[CH:33]=[CH:32][C:31]([C:34]#[N:35])=[CH:30][CH:29]=1)=O. Product: [C:34]([C:31]1[CH:32]=[CH:33][C:28]([C:26]2[N:21]=[C:22]([NH:1][CH:2]3[CH2:7][CH2:6][CH:5]([C:8]([OH:10])=[O:9])[CH2:4][CH2:3]3)[S:23][CH:25]=2)=[CH:29][CH:30]=1)#[N:35]. The catalyst class is: 1. (3) Reactant: FC(F)(F)C(O)=O.C(OC(=O)[NH:14][CH2:15][CH2:16][C:17]1[CH:22]=[CH:21][C:20]([O:23][C:24]2[CH:29]=[CH:28][C:27]([NH:30][C:31](=[O:33])[CH3:32])=[CH:26][CH:25]=2)=[CH:19][CH:18]=1)(C)(C)C. Product: [NH2:14][CH2:15][CH2:16][C:17]1[CH:22]=[CH:21][C:20]([O:23][C:24]2[CH:29]=[CH:28][C:27]([NH:30][C:31](=[O:33])[CH3:32])=[CH:26][CH:25]=2)=[CH:19][CH:18]=1. The catalyst class is: 4. (4) The catalyst class is: 52. Reactant: [CH3:1][O:2][NH:3][C:4]([C:6]1[C:7](=[O:28])[C:8]2[CH:13]=[N:12][C:11](S(C)(=O)=O)=[N:10][C:9]=2[N:18]([C:20]2[CH:25]=[CH:24][C:23]([CH2:26][CH3:27])=[CH:22][CH:21]=2)[CH:19]=1)=[O:5].C(OC([N:36]1[CH2:41][CH2:40][CH:39]([C:42]2[CH:47]=[CH:46][C:45]([NH2:48])=[CH:44][CH:43]=2)[CH2:38][CH2:37]1)=O)(C)(C)C. Product: [CH3:1][O:2][NH:3][C:4]([C:6]1[C:7](=[O:28])[C:8]2[CH:13]=[N:12][C:11]([NH:48][C:45]3[CH:46]=[CH:47][C:42]([CH:39]4[CH2:38][CH2:37][NH:36][CH2:41][CH2:40]4)=[CH:43][CH:44]=3)=[N:10][C:9]=2[N:18]([C:20]2[CH:25]=[CH:24][C:23]([CH2:26][CH3:27])=[CH:22][CH:21]=2)[CH:19]=1)=[O:5]. (5) Reactant: [F:1][C:2]1[CH:7]=[CH:6][CH:5]=[C:4]([F:8])[C:3]=1[N:9]1[C:13]([C:14](OCC)=[O:15])=[CH:12][N:11]=[CH:10]1.[H-].[Al+3].[Li+].[H-].[H-].[H-].[OH-].[Na+].S([O-])([O-])(=O)=O.[Mg+2]. Product: [F:1][C:2]1[CH:7]=[CH:6][CH:5]=[C:4]([F:8])[C:3]=1[N:9]1[C:13]([CH2:14][OH:15])=[CH:12][N:11]=[CH:10]1. The catalyst class is: 30. (6) Reactant: C([N:8]1[CH2:13][CH2:12][N:11](CC2C=CC=CC=2)[CH2:10][CH:9]1[CH2:21][O:22][CH3:23])C1C=CC=CC=1. Product: [CH3:23][O:22][CH2:21][CH:9]1[CH2:10][NH:11][CH2:12][CH2:13][NH:8]1. The catalyst class is: 29. (7) Reactant: [F:1][C:2]([F:25])([F:24])[C:3]1[NH:7][N:6]=[C:5]([C:8]2[CH:13]=[CH:12][C:11]([C@H:14]3[CH2:19][CH2:18][C@H:17]([CH2:20][C:21]([OH:23])=O)[CH2:16][CH2:15]3)=[CH:10][CH:9]=2)[CH:4]=1.[CH3:26][S:27]([NH2:30])(=[O:29])=[O:28].F[P-](F)(F)(F)(F)F.N1(OC(N(C)C)=[N+](C)C)C2N=CC=CC=2N=N1.C(N(C(C)C)CC)(C)C. Product: [CH3:26][S:27]([NH:30][C:21](=[O:23])[CH2:20][C@H:17]1[CH2:18][CH2:19][C@H:14]([C:11]2[CH:12]=[CH:13][C:8]([C:5]3[NH:6][N:7]=[C:3]([C:2]([F:25])([F:24])[F:1])[CH:4]=3)=[CH:9][CH:10]=2)[CH2:15][CH2:16]1)(=[O:29])=[O:28]. The catalyst class is: 9. (8) Reactant: [Cl:1][C:2]1[CH:24]=[CH:23][C:5]([CH2:6][NH:7][C:8]([C:10]2[C:11](=[O:22])[C:12]3[CH:19]=[C:18]([CH2:20]Cl)[S:17][C:13]=3[N:14]([CH3:16])[CH:15]=2)=[O:9])=[CH:4][CH:3]=1.Cl.[NH:26]1[CH2:31][CH2:30][O:29][CH2:28][C@@H:27]1[C@H:32]([C:34]1[CH:39]=[CH:38][CH:37]=[CH:36][CH:35]=1)[OH:33].C(N(C(C)C)CC)(C)C.C(OCC)(=O)C. Product: [Cl:1][C:2]1[CH:24]=[CH:23][C:5]([CH2:6][NH:7][C:8]([C:10]2[C:11](=[O:22])[C:12]3[CH:19]=[C:18]([CH2:20][N:26]4[CH2:31][CH2:30][O:29][CH2:28][C@@H:27]4[C@@H:32]([OH:33])[C:34]4[CH:39]=[CH:38][CH:37]=[CH:36][CH:35]=4)[S:17][C:13]=3[N:14]([CH3:16])[CH:15]=2)=[O:9])=[CH:4][CH:3]=1. The catalyst class is: 3. (9) Reactant: [O:1]=[C:2]1[N:6]([CH:7]2[CH2:12][CH2:11][N:10]([C:13]([O:15][C@@H:16]([C:34]([OH:36])=[O:35])[CH2:17][C:18]3[CH:23]=[C:22]([CH3:24])[C:21]([O:25]CC4C=CC=CC=4)=[C:20]([CH3:33])[CH:19]=3)=[O:14])[CH2:9][CH2:8]2)[N:5]=[C:4]([C:37]2[CH:42]=[CH:41][CH:40]=[CH:39][CH:38]=2)[NH:3]1.[H][H].C1COCC1. Product: [O:1]=[C:2]1[N:6]([CH:7]2[CH2:12][CH2:11][N:10]([C:13]([O:15][C@@H:16]([C:34]([OH:36])=[O:35])[CH2:17][C:18]3[CH:23]=[C:22]([CH3:24])[C:21]([OH:25])=[C:20]([CH3:33])[CH:19]=3)=[O:14])[CH2:9][CH2:8]2)[N:5]=[C:4]([C:37]2[CH:38]=[CH:39][CH:40]=[CH:41][CH:42]=2)[NH:3]1. The catalyst class is: 707. (10) Reactant: [F:1][CH:2]([F:6])[C:3](O)=[O:4].[Br:7][C:8]1[CH:13]=[C:12]([F:14])[CH:11]=[CH:10][C:9]=1[CH:15]([NH2:17])[CH3:16].Cl.CN(C)CCCN=C=NCC.O.ON1C2C=CC=CC=2N=N1.C(N(CC)CC)C. Product: [Br:7][C:8]1[CH:13]=[C:12]([F:14])[CH:11]=[CH:10][C:9]=1[CH:15]([NH:17][C:3](=[O:4])[CH:2]([F:6])[F:1])[CH3:16]. The catalyst class is: 2.